This data is from Full USPTO retrosynthesis dataset with 1.9M reactions from patents (1976-2016). The task is: Predict the reactants needed to synthesize the given product. The reactants are: [Br:1][CH2:2][C:3]([CH3:8])([CH3:7])[C:4](O)=[O:5].Cl.Cl.[Cl:11][C:12]1[CH:17]=[CH:16][C:15]([N:18]2[CH2:23][CH2:22][NH:21][CH2:20][CH2:19]2)=[CH:14][CH:13]=1.CCN(C(C)C)C(C)C. Given the product [Br:1][CH:20]1[NH:21][CH2:22][CH2:23][N:18]([C:15]2[CH:14]=[CH:13][C:12]([Cl:11])=[CH:17][CH:16]=2)[CH2:19]1.[CH3:2][C:3]([CH3:8])([CH3:7])[CH:4]=[O:5], predict the reactants needed to synthesize it.